Dataset: Reaction yield outcomes from USPTO patents with 853,638 reactions. Task: Predict the reaction yield, written as a fraction of the theoretical maximum amount of product (1.0 means a 100% yield; for example, 0.34 means a 34% yield). (1) The reactants are [Br:1][C:2]1[C:3](Cl)=[N:4][C:5]([Cl:8])=[CH:6][CH:7]=1.[CH3:10][O-:11].[Na+].O. The catalyst is C(#N)C. The product is [Br:1][C:2]1[C:3]([O:11][CH3:10])=[N:4][C:5]([Cl:8])=[CH:6][CH:7]=1. The yield is 0.932. (2) The reactants are [Br:1][C:2]1[CH:11]=[CH:10][C:5]([C:6]([NH:8][NH2:9])=[O:7])=[CH:4][CH:3]=1.[CH2:12]([OH:14])[CH3:13]. No catalyst specified. The product is [Br:1][C:2]1[CH:11]=[CH:10][C:5]([C:6]([NH:8][N:9]2[C:12](=[O:14])[CH:13]3[CH:5]([CH2:4][CH2:3][CH2:2][CH2:11]3)[C:6]2=[O:7])=[O:7])=[CH:4][CH:3]=1. The yield is 0.520.